Dataset: NCI-60 drug combinations with 297,098 pairs across 59 cell lines. Task: Regression. Given two drug SMILES strings and cell line genomic features, predict the synergy score measuring deviation from expected non-interaction effect. (1) Drug 1: C1=CC(=CC=C1CCCC(=O)O)N(CCCl)CCCl. Drug 2: CCCS(=O)(=O)NC1=C(C(=C(C=C1)F)C(=O)C2=CNC3=C2C=C(C=N3)C4=CC=C(C=C4)Cl)F. Cell line: HS 578T. Synergy scores: CSS=-0.645, Synergy_ZIP=-3.86, Synergy_Bliss=-5.32, Synergy_Loewe=-12.0, Synergy_HSA=-11.1. (2) Drug 1: CS(=O)(=O)OCCCCOS(=O)(=O)C. Drug 2: C1=NNC2=C1C(=O)NC=N2. Cell line: HT29. Synergy scores: CSS=2.69, Synergy_ZIP=-2.29, Synergy_Bliss=-3.30, Synergy_Loewe=-2.10, Synergy_HSA=-2.93. (3) Drug 1: CCC1(CC2CC(C3=C(CCN(C2)C1)C4=CC=CC=C4N3)(C5=C(C=C6C(=C5)C78CCN9C7C(C=CC9)(C(C(C8N6C=O)(C(=O)OC)O)OC(=O)C)CC)OC)C(=O)OC)O.OS(=O)(=O)O. Drug 2: C1CN(CCN1C(=O)CCBr)C(=O)CCBr. Cell line: NCI-H322M. Synergy scores: CSS=1.59, Synergy_ZIP=0.843, Synergy_Bliss=3.70, Synergy_Loewe=0.731, Synergy_HSA=1.95. (4) Cell line: HT29. Synergy scores: CSS=17.8, Synergy_ZIP=2.61, Synergy_Bliss=8.72, Synergy_Loewe=-10.0, Synergy_HSA=-1.25. Drug 2: C1C(C(OC1N2C=C(C(=O)NC2=O)F)CO)O. Drug 1: C1=CC(=CC=C1C#N)C(C2=CC=C(C=C2)C#N)N3C=NC=N3. (5) Drug 1: CC1=C2C(C(=O)C3(C(CC4C(C3C(C(C2(C)C)(CC1OC(=O)C(C(C5=CC=CC=C5)NC(=O)C6=CC=CC=C6)O)O)OC(=O)C7=CC=CC=C7)(CO4)OC(=O)C)O)C)OC(=O)C. Drug 2: C1=CN(C=N1)CC(O)(P(=O)(O)O)P(=O)(O)O. Cell line: OVCAR-8. Synergy scores: CSS=3.43, Synergy_ZIP=-3.25, Synergy_Bliss=-5.62, Synergy_Loewe=-8.32, Synergy_HSA=-4.67. (6) Drug 1: C1=CC=C(C=C1)NC(=O)CCCCCCC(=O)NO. Drug 2: CN(CCCl)CCCl.Cl. Cell line: A549. Synergy scores: CSS=32.3, Synergy_ZIP=-2.03, Synergy_Bliss=5.89, Synergy_Loewe=-7.05, Synergy_HSA=3.61.